Dataset: Reaction yield outcomes from USPTO patents with 853,638 reactions. Task: Predict the reaction yield, written as a fraction of the theoretical maximum amount of product (1.0 means a 100% yield; for example, 0.34 means a 34% yield). (1) The reactants are [N+:1](/[CH:4]=[CH:5]/[C:6]1[NH:7][CH:8]=[CH:9][C:10]=1[C:11]1[CH:16]=[CH:15][C:14]([I:17])=[CH:13][CH:12]=1)([O-:3])=[O:2].[BH4-].[Na+].C(O)(=O)C.O. The catalyst is C1COCC1.CO. The product is [N+:1]([CH2:4][CH2:5][C:6]1[NH:7][CH:8]=[CH:9][C:10]=1[C:11]1[CH:16]=[CH:15][C:14]([I:17])=[CH:13][CH:12]=1)([O-:3])=[O:2]. The yield is 0.880. (2) The yield is 0.850. The reactants are COC1C=CC(C[N:8]2[C:12]3=[N:13][CH:14]=[CH:15][C:16]([CH2:17][N:18]4[CH2:22][CH:21]([CH2:23][CH2:24][CH3:25])[CH2:20][C:19]4=[O:26])=[C:11]3[N:10]=[CH:9]2)=CC=1.C1(OC)C=CC=CC=1.OS(O)(=O)=O.C([O-])(O)=O.[Na+]. The product is [N:10]1[C:11]2[C:12](=[N:13][CH:14]=[CH:15][C:16]=2[CH2:17][N:18]2[CH2:22][CH:21]([CH2:23][CH2:24][CH3:25])[CH2:20][C:19]2=[O:26])[NH:8][CH:9]=1. The catalyst is FC(F)(F)C(O)=O.C(OCC)(=O)C. (3) The reactants are Cl[C:2]1[C:3]2[S:23](=[O:24])[CH2:22][CH2:21][C:4]=2[N:5]=[C:6]([N:8]2[CH2:13][CH2:12][N:11]([C:14]3[CH:19]=[CH:18][C:17]([Cl:20])=[CH:16][CH:15]=3)[CH2:10][CH2:9]2)[N:7]=1.FC(F)(F)C(O)=O.[OH:32][CH2:33][C@H:34]1[NH:38][CH2:37][C@H:36]([OH:39])[CH2:35]1.C(N(C(C)C)CC)(C)C.O. The catalyst is O1CCOCC1.ClCCl. The product is [Cl:20][C:17]1[CH:18]=[CH:19][C:14]([N:11]2[CH2:12][CH2:13][N:8]([C:6]3[N:7]=[C:2]([N:38]4[C@H:34]([CH2:33][OH:32])[CH2:35][C@@H:36]([OH:39])[CH2:37]4)[C:3]4[S:23](=[O:24])[CH2:22][CH2:21][C:4]=4[N:5]=3)[CH2:9][CH2:10]2)=[CH:15][CH:16]=1. The yield is 0.750. (4) The reactants are [CH2:1]([N:3]1[C:9](=[O:10])[C:8]([CH3:12])([CH3:11])[C:7](=[O:13])[N:6]([CH3:14])[C:5]2[CH:15]=[C:16]([O:19]CC3C=CC=CC=3)[CH:17]=[CH:18][C:4]1=2)[CH3:2]. The catalyst is [C+4].[OH-].[Pd+2].[OH-].[OH-].[OH-].[OH-].[OH-].CO. The product is [CH2:1]([N:3]1[C:9](=[O:10])[C:8]([CH3:12])([CH3:11])[C:7](=[O:13])[N:6]([CH3:14])[C:5]2[CH:15]=[C:16]([OH:19])[CH:17]=[CH:18][C:4]1=2)[CH3:2]. The yield is 0.820.